Dataset: NCI-60 drug combinations with 297,098 pairs across 59 cell lines. Task: Regression. Given two drug SMILES strings and cell line genomic features, predict the synergy score measuring deviation from expected non-interaction effect. (1) Drug 1: CC1=C2C(C(=O)C3(C(CC4C(C3C(C(C2(C)C)(CC1OC(=O)C(C(C5=CC=CC=C5)NC(=O)OC(C)(C)C)O)O)OC(=O)C6=CC=CC=C6)(CO4)OC(=O)C)O)C)O. Drug 2: CN(CC1=CN=C2C(=N1)C(=NC(=N2)N)N)C3=CC=C(C=C3)C(=O)NC(CCC(=O)O)C(=O)O. Cell line: HT29. Synergy scores: CSS=39.7, Synergy_ZIP=13.2, Synergy_Bliss=13.0, Synergy_Loewe=-12.5, Synergy_HSA=8.43. (2) Drug 1: C1=CC(=CC=C1CC(C(=O)O)N)N(CCCl)CCCl.Cl. Drug 2: CCN(CC)CCNC(=O)C1=C(NC(=C1C)C=C2C3=C(C=CC(=C3)F)NC2=O)C. Cell line: T-47D. Synergy scores: CSS=4.36, Synergy_ZIP=-2.33, Synergy_Bliss=4.13, Synergy_Loewe=0.138, Synergy_HSA=0.190. (3) Drug 1: C1CCC(C1)C(CC#N)N2C=C(C=N2)C3=C4C=CNC4=NC=N3. Drug 2: CC1C(C(CC(O1)OC2CC(CC3=C2C(=C4C(=C3O)C(=O)C5=C(C4=O)C(=CC=C5)OC)O)(C(=O)C)O)N)O.Cl. Cell line: SK-MEL-5. Synergy scores: CSS=8.30, Synergy_ZIP=3.47, Synergy_Bliss=9.99, Synergy_Loewe=-32.4, Synergy_HSA=-6.97. (4) Drug 1: CCC1(CC2CC(C3=C(CCN(C2)C1)C4=CC=CC=C4N3)(C5=C(C=C6C(=C5)C78CCN9C7C(C=CC9)(C(C(C8N6C=O)(C(=O)OC)O)OC(=O)C)CC)OC)C(=O)OC)O.OS(=O)(=O)O. Drug 2: CC(C)(C#N)C1=CC(=CC(=C1)CN2C=NC=N2)C(C)(C)C#N. Cell line: IGROV1. Synergy scores: CSS=15.3, Synergy_ZIP=-3.67, Synergy_Bliss=-0.493, Synergy_Loewe=-10.0, Synergy_HSA=-0.888.